This data is from Forward reaction prediction with 1.9M reactions from USPTO patents (1976-2016). The task is: Predict the product of the given reaction. Given the reactants [C:1]([NH:4][C:5]1[C:10]2=[N:11][C:12]([C:24]([O:26][CH3:27])=[O:25])=[C:13]([O:16][CH2:17][C:18]3[CH:23]=[CH:22][CH:21]=[CH:20][CH:19]=3)[C:14](=[O:15])[N:9]2[CH:8]=[C:7]([N:28]2[CH2:33][CH2:32][O:31][CH2:30][CH2:29]2)[CH:6]=1)(=[O:3])[CH3:2].CI.[C:36]([O-])([O-])=O.[K+].[K+].O, predict the reaction product. The product is: [CH2:17]([O:16][C:13]1[C:14](=[O:15])[N:9]2[CH:8]=[C:7]([N:28]3[CH2:33][CH2:32][O:31][CH2:30][CH2:29]3)[CH:6]=[C:5]([N:4]([CH3:36])[C:1](=[O:3])[CH3:2])[C:10]2=[N:11][C:12]=1[C:24]([O:26][CH3:27])=[O:25])[C:18]1[CH:19]=[CH:20][CH:21]=[CH:22][CH:23]=1.